From a dataset of Full USPTO retrosynthesis dataset with 1.9M reactions from patents (1976-2016). Predict the reactants needed to synthesize the given product. (1) Given the product [C:1]([CH2:3][C:4]1([N:24]2[CH:28]=[C:27]([C:29]3[C:30]4[CH:37]=[CH:36][NH:35][C:31]=4[N:32]=[CH:33][N:34]=3)[CH:26]=[N:25]2)[CH2:7][N:6]([C:8]2[C:21]([F:22])=[CH:20][C:11]([C:12]([NH:14][C@@H:15]([CH:17]3[CH2:18][CH2:19]3)[CH3:16])=[O:13])=[C:10]([F:23])[CH:9]=2)[CH2:5]1)#[N:2], predict the reactants needed to synthesize it. The reactants are: [C:1]([CH2:3][C:4]1([N:24]2[CH:28]=[C:27]([C:29]3[C:30]4[CH:37]=[CH:36][N:35](COCC[Si](C)(C)C)[C:31]=4[N:32]=[CH:33][N:34]=3)[CH:26]=[N:25]2)[CH2:7][N:6]([C:8]2[C:21]([F:22])=[CH:20][C:11]([C:12]([NH:14][C@@H:15]([CH:17]3[CH2:19][CH2:18]3)[CH3:16])=[O:13])=[C:10]([F:23])[CH:9]=2)[CH2:5]1)#[N:2].FC(F)(F)C(O)=O. (2) Given the product [Br:7][C:8]1[CH:15]=[CH:14][C:11]([CH:12]=[CH:1][CH3:2])=[C:10]([OH:16])[CH:9]=1, predict the reactants needed to synthesize it. The reactants are: [CH3:1][C:2](C)([O-])C.[K+].[Br:7][C:8]1[CH:15]=[CH:14][C:11]([CH:12]=O)=[C:10]([OH:16])[CH:9]=1. (3) Given the product [Cl:1][C:2]1[CH:3]=[C:4]2[C:10]([CH:11]3[CH2:12][CH2:16][NH:13][CH2:14][CH2:15]3)=[C:9]([C:4]3[CH:10]=[CH:9][NH:8][CH:5]=3)[NH:8][C:5]2=[N:6][CH:7]=1, predict the reactants needed to synthesize it. The reactants are: [Cl:1][C:2]1[CH:3]=[C:4]2[C:10]([CH:11]3[CH2:15][CH2:14][N:13]([C:16](OC(C)(C)C)=O)[CH2:12]3)=[C:9](I)[NH:8][C:5]2=[N:6][CH:7]=1.Cl. (4) Given the product [C:21]1([N:12]2[C:11]3[CH:27]=[CH:28][C:8]([C:5]4[CH:6]=[CH:7][C:2]([C:42]5[CH:43]=[CH:44][C:45]6[C:40](=[C:39]([C:30]7[CH:31]=[CH:32][C:33]8[C:38](=[CH:37][CH:36]=[CH:35][CH:34]=8)[CH:29]=7)[C:52]7[C:47]([C:46]=6[C:56]6[CH:65]=[CH:64][C:63]8[C:58](=[CH:59][CH:60]=[CH:61][CH:62]=8)[CH:57]=6)=[CH:48][CH:49]=[CH:50][CH:51]=7)[C:41]=5[C:72]5[CH:77]=[CH:76][CH:75]=[CH:74][CH:73]=5)=[CH:3][CH:4]=4)=[CH:9][C:10]=3[N:14]=[C:13]2[C:15]2[CH:20]=[CH:19][CH:18]=[CH:17][CH:16]=2)[CH:26]=[CH:25][CH:24]=[CH:23][CH:22]=1, predict the reactants needed to synthesize it. The reactants are: Cl[C:2]1[CH:7]=[CH:6][C:5]([C:8]2[CH:28]=[CH:27][C:11]3[N:12]([C:21]4[CH:26]=[CH:25][CH:24]=[CH:23][CH:22]=4)[C:13]([C:15]4[CH:20]=[CH:19][CH:18]=[CH:17][CH:16]=4)=[N:14][C:10]=3[CH:9]=2)=[CH:4][CH:3]=1.[CH:29]1[C:38]2[C:33](=[CH:34][CH:35]=[CH:36][CH:37]=2)[CH:32]=[CH:31][C:30]=1[C:39]1[C:40]2[C:45]([C:46]([C:56]3[CH:65]=[CH:64][C:63]4[C:58](=[CH:59][CH:60]=[CH:61][CH:62]=4)[CH:57]=3)=[C:47]3[C:52]=1[CH:51]=[C:50](B(O)O)[CH:49]=[CH:48]3)=[CH:44][CH:43]=[CH:42][CH:41]=2.C(=O)([O-])[O-].[Cs+].[Cs+].[CH:72]1(P(C2CCCCC2)C2CCCCC2)[CH2:77][CH2:76][CH2:75][CH2:74][CH2:73]1.C1(C)C=CC=CC=1. (5) The reactants are: [Cl:1][C:2]1[CH:3]=[C:4]([S:8]([C:11]2[C:16]([CH:17]=O)=[CH:15][CH:14]=[CH:13][N:12]=2)(=[O:10])=[O:9])[CH:5]=[CH:6][CH:7]=1.[CH3:19][O:20][C:21](=[O:34])[CH2:22][N:23]1[C:31]2[C:26](=[CH:27][C:28]([F:32])=[CH:29][CH:30]=2)[CH:25]=[C:24]1[CH3:33]. Given the product [CH3:19][O:20][C:21](=[O:34])[CH2:22][N:23]1[C:31]2[C:26](=[CH:27][C:28]([F:32])=[CH:29][CH:30]=2)[C:25]([CH2:17][C:16]2[C:11]([S:8]([C:4]3[CH:5]=[CH:6][CH:7]=[C:2]([Cl:1])[CH:3]=3)(=[O:9])=[O:10])=[N:12][CH:13]=[CH:14][CH:15]=2)=[C:24]1[CH3:33], predict the reactants needed to synthesize it. (6) Given the product [C:23]([N:16]([C:13]1[C:14]2[N:15]=[C:7]([C:6]3[N:2]([CH3:1])[CH:3]=[N:4][C:5]=3[C:17]3[CH:18]=[CH:19][CH:20]=[CH:21][CH:22]=3)[S:8][C:9]=2[N:10]=[CH:11][N:12]=1)[C:39](=[O:42])[C:38]1[CH:37]=[CH:7][CH:6]=[CH:5][CH:17]=1)(=[O:30])[C:24]1[CH:29]=[CH:28][CH:27]=[CH:26][CH:25]=1, predict the reactants needed to synthesize it. The reactants are: [CH3:1][N:2]1[C:6]([C:7]2[S:8][C:9]3[N:10]=[CH:11][N:12]=[C:13]([NH2:16])[C:14]=3[N:15]=2)=[C:5]([C:17]2[CH:22]=[CH:21][CH:20]=[CH:19][CH:18]=2)[N:4]=[CH:3]1.[C:23](Cl)(=[O:30])[C:24]1[CH:29]=[CH:28][CH:27]=[CH:26][CH:25]=1.C(N([CH2:37][CH3:38])CC)C.[C:39]([O-:42])(O)=O.[Na+]. (7) Given the product [OH:37][CH2:36][C:32]([CH3:38])([CH3:31])[C:33]([NH:28][C:26]1[C:6]2[NH:7][C:8]([N:10]3[CH2:11][CH2:12][N:13]([C:16]4[C:21]([C:22]([F:23])([F:24])[F:25])=[CH:20][CH:19]=[CH:18][N:17]=4)[CH2:14][CH2:15]3)=[N:9][C:5]=2[CH:4]=[C:3]([C:2]([F:1])([F:29])[F:30])[CH:27]=1)=[O:34], predict the reactants needed to synthesize it. The reactants are: [F:1][C:2]([F:30])([F:29])[C:3]1[CH:27]=[C:26]([NH2:28])[C:6]2[NH:7][C:8]([N:10]3[CH2:15][CH2:14][N:13]([C:16]4[C:21]([C:22]([F:25])([F:24])[F:23])=[CH:20][CH:19]=[CH:18][N:17]=4)[CH2:12][CH2:11]3)=[N:9][C:5]=2[CH:4]=1.[CH3:31][C:32]([CH3:38])([CH2:36][OH:37])[C:33](O)=[O:34].Cl.CN(C)CCCN=C=NCC.